Dataset: Reaction yield outcomes from USPTO patents with 853,638 reactions. Task: Predict the reaction yield, written as a fraction of the theoretical maximum amount of product (1.0 means a 100% yield; for example, 0.34 means a 34% yield). (1) The reactants are [CH3:1][C:2]1[N:7]=[C:6]([C:8]([OH:10])=O)[CH:5]=[CH:4][CH:3]=1.[C:11]([C:14]1[C:19]([NH2:20])=[C:18]([CH3:21])[C:17]([O:22][CH3:23])=[CH:16][CH:15]=1)(=[O:13])[CH3:12].N1C=CC=CC=1.O=P(Cl)(Cl)Cl.[OH-].[Na+]. The catalyst is C(Cl)Cl.O. The product is [C:11]([C:14]1[C:19]([NH:20][C:8]([C:6]2[CH:5]=[CH:4][CH:3]=[C:2]([CH3:1])[N:7]=2)=[O:10])=[C:18]([CH3:21])[C:17]([O:22][CH3:23])=[CH:16][CH:15]=1)(=[O:13])[CH3:12]. The yield is 0.860. (2) The reactants are [CH2:1]([C:3]1[N:4]([C:28]2[CH:33]=[CH:32][C:31]([O:34][C:35]3([CH2:40][OH:41])[CH2:39][CH2:38][CH2:37][CH2:36]3)=[CH:30][CH:29]=2)[C:5](=[O:27])[C:6]([CH2:12][C:13]2[CH:18]=[CH:17][C:16]([C:19]3[C:20]([C:25]#[N:26])=[CH:21][CH:22]=[CH:23][CH:24]=3)=[CH:15][CH:14]=2)=[C:7]([CH2:9][CH2:10][CH3:11])[N:8]=1)[CH3:2].[N:42]1C(C)=CC=CC=1C.FC(F)(F)S(O[Si](C(C)(C)C)(C)C)(=O)=O.[C:65]([O:68]CC)(=[O:67])C. The catalyst is ClCCl. The product is [CH2:1]([C:3]1[N:4]([C:28]2[CH:33]=[CH:32][C:31]([O:34][C:35]3([CH2:40][OH:41])[CH2:36][CH2:37][CH2:38][CH2:39]3)=[CH:30][CH:29]=2)[C:5](=[O:27])[C:6]([CH2:12][C:13]2[CH:14]=[CH:15][C:16]([C:19]3[CH:24]=[CH:23][CH:22]=[CH:21][C:20]=3[C:25]3[NH:42][C:65](=[O:67])[O:68][N:26]=3)=[CH:17][CH:18]=2)=[C:7]([CH2:9][CH2:10][CH3:11])[N:8]=1)[CH3:2]. The yield is 0.580. (3) The reactants are [Cl:1][C:2]1[N:10]=[CH:9][C:8]([F:11])=[CH:7][C:3]=1[C:4](O)=O.C(Cl)(C(Cl)=O)=O.ClC1N=N[N:22]=C(Cl)C=1Cl. The catalyst is C(Cl)Cl.CN(C=O)C.C(OCC)C. The product is [Cl:1][C:2]1[N:10]=[CH:9][C:8]([F:11])=[CH:7][C:3]=1[C:4]#[N:22]. The yield is 1.00. (4) The reactants are [NH2:1][C:2]1[N:7]=[C:6]([NH2:8])[C:5]([O:9][C:10]2[C:11]([CH:21]([CH3:23])[CH3:22])=[CH:12][C:13]([O:19][CH3:20])=[C:14]([CH:18]=2)[C:15]([NH2:17])=[S:16])=[CH:4][N:3]=1.C([O-])(O)=O.[Na+].[CH3:29][C:30](O)=O. The catalyst is C(OC(OCC)CBr)C.CC1C=CC(S(O)(=O)=O)=CC=1. The product is [CH:21]([C:11]1[CH:12]=[C:13]([O:19][CH3:20])[C:14]([C:15]2[S:16][CH:29]=[CH:30][N:17]=2)=[CH:18][C:10]=1[O:9][C:5]1[C:6]([NH2:8])=[N:7][C:2]([NH2:1])=[N:3][CH:4]=1)([CH3:23])[CH3:22]. The yield is 0.280. (5) The reactants are Cl[C:2]1[N:6]([CH3:7])[N:5]=[CH:4][C:3]=1[N+:8]([O-:10])=[O:9].[NH:11]1[CH2:16][CH2:15][NH:14][CH2:13][C:12]1=[O:17]. No catalyst specified. The product is [CH3:7][N:6]1[C:2]([N:14]2[CH2:15][CH2:16][NH:11][C:12](=[O:17])[CH2:13]2)=[C:3]([N+:8]([O-:10])=[O:9])[CH:4]=[N:5]1. The yield is 1.00. (6) The reactants are [C:1]1(=[O:12])[C:10]2[C:5](=[CH:6][CH:7]=[CH:8][CH:9]=2)[CH:4]=[CH:3][C:2]1=[O:11].[Si:13]([O:30][CH2:31][CH:32]([OH:35])[CH2:33][SH:34])([C:26]([CH3:29])([CH3:28])[CH3:27])([C:20]1[CH:25]=[CH:24][CH:23]=[CH:22][CH:21]=1)[C:14]1[CH:19]=[CH:18][CH:17]=[CH:16][CH:15]=1.C(N(C(C)C)CC)(C)C.C(OCC)(=O)C. The catalyst is C(#N)C. The product is [Si:13]([O:30][CH2:31][CH:32]1[O:35][C:4]2[C:5]3[C:10]([C:1](=[O:12])[C:2](=[O:11])[C:3]=2[S:34][CH2:33]1)=[CH:9][CH:8]=[CH:7][CH:6]=3)([C:26]([CH3:29])([CH3:27])[CH3:28])([C:20]1[CH:25]=[CH:24][CH:23]=[CH:22][CH:21]=1)[C:14]1[CH:15]=[CH:16][CH:17]=[CH:18][CH:19]=1. The yield is 0.180. (7) The reactants are F[C:2]1[C:3]([C:8]2[O:12][N:11]=[C:10]([C:13]3[N:18]=[C:17]([N:19]([CH3:26])[C:20]4[CH:25]=[CH:24][CH:23]=[CH:22][CH:21]=4)[N:16]=[C:15]([NH2:27])[N:14]=3)[N:9]=2)=[N:4][CH:5]=[CH:6][CH:7]=1.[CH:28]1([CH2:31][NH2:32])[CH2:30][CH2:29]1.C(=O)([O-])[O-].[K+].[K+]. The catalyst is CN(C=O)C.C(Cl)Cl. The product is [CH:28]1([CH2:31][NH:32][C:2]2[C:3]([C:8]3[O:12][N:11]=[C:10]([C:13]4[N:18]=[C:17]([N:19]([CH3:26])[C:20]5[CH:25]=[CH:24][CH:23]=[CH:22][CH:21]=5)[N:16]=[C:15]([NH2:27])[N:14]=4)[N:9]=3)=[N:4][CH:5]=[CH:6][CH:7]=2)[CH2:30][CH2:29]1. The yield is 0.440. (8) The reactants are [Cl:1][C:2]1[CH:10]=[C:6]([C:7]([OH:9])=O)[C:5]([OH:11])=[CH:4][CH:3]=1.[F:12][C:13]([F:26])([F:25])[C:14]1[CH:20]=[CH:19][C:18]([C:21]([F:24])([F:23])[F:22])=[CH:17][C:15]=1[NH2:16]. No catalyst specified. The product is [F:12][C:13]([F:25])([F:26])[C:14]1[CH:20]=[CH:19][C:18]([C:21]([F:23])([F:24])[F:22])=[CH:17][C:15]=1[NH:16][C:7](=[O:9])[C:6]1[CH:10]=[C:2]([Cl:1])[CH:3]=[CH:4][C:5]=1[OH:11]. The yield is 0.0360. (9) The reactants are [CH3:1][C:2]1[CH:7]=[CH:6][C:5]([C:8]2[C:9]([C:14]#[N:15])=[CH:10][CH:11]=[CH:12][CH:13]=2)=[CH:4][CH:3]=1.[Br:16]N1C(=O)CCC1=O.CC(N=NC(C#N)(C)C)(C#N)C. The catalyst is ClC1C=CC=CC=1.O. The product is [Br:16][CH2:1][C:2]1[CH:3]=[CH:4][C:5]([C:8]2[C:9]([C:14]#[N:15])=[CH:10][CH:11]=[CH:12][CH:13]=2)=[CH:6][CH:7]=1. The yield is 0.491. (10) The reactants are [Cl:1][C:2]1[CH:7]=[CH:6][C:5]([C@:8]2(O)[CH2:13][CH2:12][NH:11][CH2:10][C:9]2([CH3:15])[CH3:14])=[CH:4][CH:3]=1.C(O)(=O)[C@H]([C@@H](C(O)=O)O)O. The catalyst is Cl. The product is [Cl:1][C:2]1[CH:7]=[CH:6][C:5]([C:8]2[C:9]([CH3:15])([CH3:14])[CH2:10][NH:11][CH2:12][CH:13]=2)=[CH:4][CH:3]=1. The yield is 0.980.